Dataset: Reaction yield outcomes from USPTO patents with 853,638 reactions. Task: Predict the reaction yield, written as a fraction of the theoretical maximum amount of product (1.0 means a 100% yield; for example, 0.34 means a 34% yield). (1) The reactants are [H-].[Na+].[Cl:3][C:4]1[CH:26]=[CH:25][C:7]([C:8]([C:10]2[CH:11]=[C:12]3[C:17](=[CH:18][CH:19]=2)[NH:16][C:15](=[O:20])[CH:14]=[C:13]3[C:21]([O:23][CH3:24])=[O:22])=[O:9])=[CH:6][CH:5]=1.I[CH3:28]. The catalyst is CN(C=O)C. The product is [Cl:3][C:4]1[CH:5]=[CH:6][C:7]([C:8]([C:10]2[CH:11]=[C:12]3[C:17](=[CH:18][CH:19]=2)[N:16]([CH3:28])[C:15](=[O:20])[CH:14]=[C:13]3[C:21]([O:23][CH3:24])=[O:22])=[O:9])=[CH:25][CH:26]=1. The yield is 0.850. (2) The reactants are Cl[CH2:2][CH2:3][CH2:4][N:5]1[CH2:10][CH2:9][S:8][C:7]2[CH:11]=[C:12]([N+:15]([O-:17])=[O:16])[CH:13]=[CH:14][C:6]1=2.Cl.[CH3:19][NH2:20].[I-].[K+].C(=O)([O-])[O-].[K+].[K+]. The catalyst is C(#N)C.O. The product is [CH3:19][NH:20][CH2:2][CH2:3][CH2:4][N:5]1[CH2:10][CH2:9][S:8][C:7]2[CH:11]=[C:12]([N+:15]([O-:17])=[O:16])[CH:13]=[CH:14][C:6]1=2. The yield is 0.740.